Dataset: Catalyst prediction with 721,799 reactions and 888 catalyst types from USPTO. Task: Predict which catalyst facilitates the given reaction. (1) Reactant: [Br:1]N1C(=O)CCC1=O.[OH:9][C:10]1[CH:19]=[C:18]2[C:13]([C:14](=[O:27])[C:15]([C:21]3[CH:26]=[CH:25][CH:24]=[CH:23][CH:22]=3)=[C:16]([CH3:20])[O:17]2)=[CH:12][CH:11]=1.O. Product: [Br:1][C:19]1[C:10]([OH:9])=[CH:11][CH:12]=[C:13]2[C:18]=1[O:17][C:16]([CH3:20])=[C:15]([C:21]1[CH:26]=[CH:25][CH:24]=[CH:23][CH:22]=1)[C:14]2=[O:27]. The catalyst class is: 3. (2) Reactant: [CH2:1]([O:3][C:4]1[CH:13]=[C:12]2[C:7]([C:8]([CH2:14][C:15]3[CH:20]=[C:19]([O:21][CH3:22])[C:18]([O:23][CH2:24][CH3:25])=[C:17]([O:26][CH3:27])[CH:16]=3)=[CH:9][N:10]=[CH:11]2)=[CH:6][CH:5]=1)[CH3:2].C1C=C(Cl)C=C(C(OO)=[O:36])C=1.C([O-])(O)=O.[Na+]. Product: [CH2:1]([O:3][C:4]1[CH:13]=[C:12]2[C:7]([C:8]([CH2:14][C:15]3[CH:16]=[C:17]([O:26][CH3:27])[C:18]([O:23][CH2:24][CH3:25])=[C:19]([O:21][CH3:22])[CH:20]=3)=[CH:9][N+:10]([O-:36])=[CH:11]2)=[CH:6][CH:5]=1)[CH3:2]. The catalyst class is: 2. (3) Reactant: [CH3:1][O:2][C:3]([C:5]1[CH:10]=[CH:9][C:8]([CH2:11][NH:12][CH:13]2[CH2:19][CH:18]3[N:20]([C:21]([O:23][C:24]([CH3:27])([CH3:26])[CH3:25])=[O:22])[CH:15]([CH2:16][CH2:17]3)[CH2:14]2)=[CH:7][CH:6]=1)=[O:4].C=O.[C:30](O)(=O)C.C(O[BH-](OC(=O)C)OC(=O)C)(=O)C.[Na+].C(=O)(O)[O-].[Na+]. Product: [CH3:1][O:2][C:3]([C:5]1[CH:6]=[CH:7][C:8]([CH2:11][N:12]([CH3:30])[CH:13]2[CH2:14][CH:15]3[N:20]([C:21]([O:23][C:24]([CH3:27])([CH3:26])[CH3:25])=[O:22])[CH:18]([CH2:17][CH2:16]3)[CH2:19]2)=[CH:9][CH:10]=1)=[O:4]. The catalyst class is: 68. (4) Reactant: [OH:1][C@@H:2]([C:4]1[N:15]([C@@H:16]2[CH2:21][O:20][C@@H:19]([CH2:22][C:23]#[N:24])[CH2:18][CH2:17]2)[C:7]2=[C:8]3[S:14][CH:13]=[CH:12][C:9]3=[N:10][CH:11]=[C:6]2[N:5]=1)[CH3:3]. Product: [OH2:1].[OH:1][C@@H:2]([C:4]1[N:15]([C@@H:16]2[CH2:21][O:20][C@@H:19]([CH2:22][C:23]#[N:24])[CH2:18][CH2:17]2)[C:7]2=[C:8]3[S:14][CH:13]=[CH:12][C:9]3=[N:10][CH:11]=[C:6]2[N:5]=1)[CH3:3]. The catalyst class is: 6.